Dataset: Peptide-MHC class I binding affinity with 185,985 pairs from IEDB/IMGT. Task: Regression. Given a peptide amino acid sequence and an MHC pseudo amino acid sequence, predict their binding affinity value. This is MHC class I binding data. (1) The binding affinity (normalized) is 0.0847. The MHC is HLA-C03:03 with pseudo-sequence HLA-C03:03. The peptide sequence is KLMDVVYSI. (2) The peptide sequence is VSPLAVTWW. The MHC is HLA-B44:02 with pseudo-sequence HLA-B44:02. The binding affinity (normalized) is 0.0847. (3) The peptide sequence is LLALLALWGP. The MHC is HLA-A02:01 with pseudo-sequence HLA-A02:01. The binding affinity (normalized) is 0.0484. (4) The peptide sequence is LVENNFFTK. The MHC is HLA-A33:01 with pseudo-sequence HLA-A33:01. The binding affinity (normalized) is 0.221.